Dataset: Forward reaction prediction with 1.9M reactions from USPTO patents (1976-2016). Task: Predict the product of the given reaction. (1) Given the reactants Cl.[NH2:2][C:3]1[C:8]2[CH2:9][N:10]([CH:13]([C:15]3[CH:16]=[N:17][C:18]([O:22][CH2:23][C:24]([F:27])([F:26])[F:25])=[C:19]([CH3:21])[CH:20]=3)[CH3:14])[C:11](=[O:12])[C:7]=2[CH:6]=[CH:5][N:4]=1.C(N(CC)CC)C.[CH3:35][O:36][CH2:37][C:38](Cl)=[O:39], predict the reaction product. The product is: [CH3:35][O:36][CH2:37][C:38]([NH:2][C:3]1[C:8]2[CH2:9][N:10]([CH:13]([C:15]3[CH:16]=[N:17][C:18]([O:22][CH2:23][C:24]([F:26])([F:27])[F:25])=[C:19]([CH3:21])[CH:20]=3)[CH3:14])[C:11](=[O:12])[C:7]=2[CH:6]=[CH:5][N:4]=1)=[O:39]. (2) The product is: [ClH:1].[ClH:1].[F:16][C:17]1[CH:22]=[C:21]([CH:23]=[C:6]2[CH2:5][CH2:4][CH2:3][N:2]=[C:7]2[C:9]2[CH:10]=[N:11][CH:12]=[CH:13][CH:14]=2)[CH:20]=[CH:19][C:18]=1[C:25]1[CH:26]=[CH:27][CH:28]=[CH:29][CH:30]=1. Given the reactants [Cl-:1].[NH3+:2][CH2:3][CH2:4][CH2:5][CH2:6][C:7]([C:9]1[CH:10]=[NH+:11][CH:12]=[CH:13][CH:14]=1)=O.[Cl-].[F:16][C:17]1[CH:22]=[C:21]([CH:23]=O)[CH:20]=[CH:19][C:18]=1[C:25]1[CH:30]=[CH:29][CH:28]=[CH:27][CH:26]=1, predict the reaction product. (3) The product is: [CH:1]1([CH2:7][NH:8][C:9]2[CH:14]=[C:13]([C:15]([F:17])([F:18])[F:16])[CH:12]=[CH:11][C:10]=2[C:19]2[N:24]=[CH:23][N:22]=[C:21]([NH:25][C:26]3[CH:27]=[C:28]4[C:32](=[CH:33][CH:34]=3)[CH2:31][CH:30]([NH2:35])[CH2:29]4)[CH:20]=2)[CH2:6][CH2:5][CH2:4][CH2:3][CH2:2]1. Given the reactants [CH:1]1([CH2:7][NH:8][C:9]2[CH:14]=[C:13]([C:15]([F:18])([F:17])[F:16])[CH:12]=[CH:11][C:10]=2[C:19]2[N:24]=[CH:23][N:22]=[C:21]([NH:25][C:26]3[CH:27]=[C:28]4[C:32](=[CH:33][CH:34]=3)[CH2:31][CH:30]([NH:35]C(=O)OC(C)(C)C)[CH2:29]4)[CH:20]=2)[CH2:6][CH2:5][CH2:4][CH2:3][CH2:2]1.Cl, predict the reaction product. (4) Given the reactants P(Cl)(Cl)(Cl)=O.[Br:6][C:7]1[CH:8]=[C:9]([CH3:17])[C:10]([OH:16])=[C:11]([CH:15]=1)/[CH:12]=[N:13]\O, predict the reaction product. The product is: [Br:6][C:7]1[CH:8]=[C:9]([CH3:17])[C:10]([OH:16])=[C:11]([CH:15]=1)[C:12]#[N:13]. (5) Given the reactants [NH2:1][CH:2]([C:11]1[C:16]([O:17][CH3:18])=[CH:15][CH:14]=[CH:13][C:12]=1[O:19][CH3:20])[CH2:3][CH:4]([CH3:10])[C:5]([O:7]CC)=O.[F:21][CH:22]([F:33])[CH2:23][O:24][C:25]1[CH:32]=[CH:31][C:28]([CH:29]=O)=[CH:27][CH:26]=1, predict the reaction product. The product is: [F:21][CH:22]([F:33])[CH2:23][O:24][C:25]1[CH:32]=[CH:31][C:28]([CH2:29][N:1]2[CH:2]([C:11]3[C:12]([O:19][CH3:20])=[CH:13][CH:14]=[CH:15][C:16]=3[O:17][CH3:18])[CH2:3][CH:4]([CH3:10])[C:5]2=[O:7])=[CH:27][CH:26]=1.